This data is from Experimentally validated miRNA-target interactions with 360,000+ pairs, plus equal number of negative samples. The task is: Binary Classification. Given a miRNA mature sequence and a target amino acid sequence, predict their likelihood of interaction. (1) The miRNA is mmu-miR-667-3p with sequence UGACACCUGCCACCCAGCCCAAG. The protein sequence of the target gene is MLRTLLRRRLFSYPTKYYFMVLVLSLITFSVLRIHQKPEFVSVRHLELAGENPSSDINCTKVLQGDVNEIQKVKLEILTVKFKKRPRWTPDDYINMTSDCSSFIKRRKYIVEPLSKEEAEFPIAYSIVVHHKIEMLDRLLRAIYMPQNFYCIHVDTKSEDSYLAAVMGIASCFSNVFVASRLESVVYASWSRVQADLNCMKDLYAMSANWKYLINLCGMDFPIKTNLEIVRKLKLLMGENNLETERMPSHKEERWKKRYEVVNGKLTNTGTVKMLPPLETPLFSGSAYFVVSREYVGYVL.... Result: 0 (no interaction). (2) The miRNA is hsa-miR-4259 with sequence CAGUUGGGUCUAGGGGUCAGGA. The protein sequence of the target gene is MALQADFDRAAEDVRKLKARPDDGELKELYGLYKQAIVGDINIACPGMLDLKGKAKWEAWNLKKGLSTEDATSAYISKAKELIEKYGI. Result: 0 (no interaction). (3) Result: 0 (no interaction). The miRNA is hsa-miR-3130-3p with sequence GCUGCACCGGAGACUGGGUAA. The protein sequence of the target gene is MPWVEPKPRPGPEQKPKLTKPDSATGPQWYQESQESESEGKQPPPGPLAPPKSPEPSGPLASEQDAPLPEGDDAPPRPSMLDDAPRLPLELDDAPLPEEETPEPTAICRHRHRCHTDCLEGLLSRTFQWLGWQVGAHPWIFLLAPLMLTAALGTGFLYLPKDEEEDLEEHYTPVGSPAKAERRFVQGHFTTNDSYRFSASRRSTEANFVSLLVVSYSDSLLDPATFAEVSKLDGAVQDLRVAREKGSQIQYQQVCARYRALCVPPNPILYAWQVNKTLNLSSISFPAYNHGRHPLYLTGF.... (4) The miRNA is mmu-miR-541-5p with sequence AAGGGAUUCUGAUGUUGGUCACACU. The protein sequence of the target gene is MASPNKAVIVPGNGGGDVATHGWYGWVKKGLEQIPGFQCLAKNMPDPITARESIWLPFMETELHCDEKTIIIGHSSGAIAAMRYAETHQVYALVLVSAYTSDLGDENERASGYFSRPWQWEKIKANCPHIVQFGSTDDPFLPWKEQQEVADRLDAKLYKFTDRGHFQNTEFHELISVVKSMLKGPE. Result: 1 (interaction). (5) The miRNA is mmu-miR-7217-5p with sequence AACUUGUAUCUUGUGAGACAGAAGG. The protein sequence of the target gene is MWWFQQGLSFLPSALVIWTFATFIFSYITAITLHHVDPALPYISDTGTIPPERCLFGVMLNIAAVLGIATMYVRYKQVHALNPEENLIIKLNKAGLVLGILSCLGLSLVANFQKSTLFIVHVCGAVLAFSMGSFYMFVQTILSYQMQPKIHSKQVFWVRLLLVIWCGVSALSMMTCSSILYSSDFGPDVVQKLHWNPEDKGYVLHLVTTAAEWSMSFSFFGFFLTYIRDFQKITLRVEANLHGLTLYDTVPCPVNNERTPLLSRDFQ. Result: 0 (no interaction). (6) The miRNA is mmu-miR-3969 with sequence CCCUAAAGUAGAAAUCACUA. The protein sequence of the target gene is MTGHHCWGYGQDDGPSNWHKLYPIAQGDRQSPINIISSQAVYSPSLQPLELFYEACMSLSITNNGHSVQVDFNDSDDRTVVSGGPLEGPYRLKQLHFHWGKKRDMGSEHTVDGKSFPSELHLVHWNAKKYSTFGEAAAAPDGLAVVGVFLETGDEHPSMNRLTDALYMVRFKDTKAQFSCFNPKCLLPTSRHYWTYPGSLTTPPLSESVTWIVLREPIRISERQMEKFRSLLFTSEDDERIHMVDNFRPPQPLKGRVVKASFQA. Result: 0 (no interaction).